This data is from Reaction yield outcomes from USPTO patents with 853,638 reactions. The task is: Predict the reaction yield, written as a fraction of the theoretical maximum amount of product (1.0 means a 100% yield; for example, 0.34 means a 34% yield). (1) The reactants are [Cl:1][C:2]1[N:3]=[C:4]([C:9]([NH:11][C@H:12]2[CH2:17][CH2:16][N:15](C(OC(C)(C)C)=O)[CH2:14][C@H:13]2[O:25][CH3:26])=[O:10])[NH:5][C:6]=1[CH2:7][CH3:8].Cl.C(OCC)(=O)C. The catalyst is CO. The product is [ClH:1].[Cl:1][C:2]1[N:3]=[C:4]([C:9]([NH:11][C@H:12]2[CH2:17][CH2:16][NH:15][CH2:14][C@H:13]2[O:25][CH3:26])=[O:10])[NH:5][C:6]=1[CH2:7][CH3:8]. The yield is 1.00. (2) The reactants are FC(F)(F)S(O[C:7]1[N:12]=[N:11][C:10]2[O:13][CH2:14][CH2:15][CH2:16][C:9]=2[CH:8]=1)(=O)=O.C(=O)([O-])[O-].[K+].[K+].O.[CH:26](B1OB(C=C)OB(C=C)O1)=[CH2:27]. The catalyst is COCCOC.C1C=CC([P]([Pd]([P](C2C=CC=CC=2)(C2C=CC=CC=2)C2C=CC=CC=2)([P](C2C=CC=CC=2)(C2C=CC=CC=2)C2C=CC=CC=2)[P](C2C=CC=CC=2)(C2C=CC=CC=2)C2C=CC=CC=2)(C2C=CC=CC=2)C2C=CC=CC=2)=CC=1. The product is [CH:26]([C:7]1[N:12]=[N:11][C:10]2[O:13][CH2:14][CH2:15][CH2:16][C:9]=2[CH:8]=1)=[CH2:27]. The yield is 0.770. (3) The reactants are [NH2:1][C:2]1[C:10]2[N:9]=[CH:8][NH:7][C:6]=2[CH:5]=[C:4]([C:11]([O:13][CH3:14])=[O:12])[CH:3]=1.N1C=CC=CC=1.[Cl:21][CH2:22][CH2:23][CH2:24][CH2:25][S:26](Cl)(=[O:28])=[O:27]. The catalyst is C(Cl)Cl.CN(C1C=CN=CC=1)C. The product is [Cl:21][CH2:22][CH2:23][CH2:24][CH2:25][S:26]([NH:1][C:2]1[C:10]2[N:9]=[CH:8][NH:7][C:6]=2[CH:5]=[C:4]([C:11]([O:13][CH3:14])=[O:12])[CH:3]=1)(=[O:28])=[O:27]. The yield is 0.500. (4) The reactants are [Cl:1][C:2]1[CH:7]=[CH:6][C:5]([C:8]2[C:9]([CH3:15])([CH3:14])[CH2:10][NH:11][CH2:12][CH:13]=2)=[CH:4][CH:3]=1.[C:16](O[C:16]([O:18][C:19]([CH3:22])([CH3:21])[CH3:20])=[O:17])([O:18][C:19]([CH3:22])([CH3:21])[CH3:20])=[O:17]. The catalyst is C1COCC1. The product is [Cl:1][C:2]1[CH:7]=[CH:6][C:5]([C:8]2[C:9]([CH3:15])([CH3:14])[CH2:10][N:11]([C:16]([O:18][C:19]([CH3:22])([CH3:21])[CH3:20])=[O:17])[CH2:12][CH:13]=2)=[CH:4][CH:3]=1. The yield is 1.00. (5) The reactants are [Cl:1][C:2]1[CH:7]=[C:6]([O:8][C:9]2[CH:14]=[C:13]([F:15])[C:12]([N+:16]([O-])=O)=[CH:11][C:10]=2[F:19])[CH:5]=[CH:4][N:3]=1. The catalyst is [Ni].CO. The product is [Cl:1][C:2]1[CH:7]=[C:6]([O:8][C:9]2[C:10]([F:19])=[CH:11][C:12]([NH2:16])=[C:13]([F:15])[CH:14]=2)[CH:5]=[CH:4][N:3]=1. The yield is 0.720. (6) The reactants are [F:1][C:2]1[CH:7]=[CH:6][C:5]([C:8]2[N:16]=[C:15]3[C:11]([N:12]=[CH:13][N:14]3[CH3:17])=[C:10]([NH:18][C:19]3[C:24](F)=[CH:23][C:22](F)=[CH:21][C:20]=3[F:27])[N:9]=2)=[C:4]([CH3:28])[CH:3]=1.FC1C=CC=CC=1N. No catalyst specified. The product is [F:1][C:2]1[CH:7]=[CH:6][C:5]([C:8]2[N:16]=[C:15]3[C:11]([N:12]=[CH:13][N:14]3[CH3:17])=[C:10]([NH:18][C:19]3[CH:24]=[CH:23][CH:22]=[CH:21][C:20]=3[F:27])[N:9]=2)=[C:4]([CH3:28])[CH:3]=1. The yield is 0.900.